From a dataset of Full USPTO retrosynthesis dataset with 1.9M reactions from patents (1976-2016). Predict the reactants needed to synthesize the given product. (1) Given the product [F:9][C:4]1[CH:3]=[C:2]([NH:1][C:16](=[O:17])[O:18][CH2:19][C:20]2[CH:25]=[CH:24][CH:23]=[CH:22][CH:21]=2)[CH:7]=[CH:6][C:5]=1[OH:8], predict the reactants needed to synthesize it. The reactants are: [NH2:1][C:2]1[CH:7]=[CH:6][C:5]([OH:8])=[C:4]([F:9])[CH:3]=1.C(=O)([O-])O.[Na+].Cl[C:16]([O:18][CH2:19][C:20]1[CH:25]=[CH:24][CH:23]=[CH:22][CH:21]=1)=[O:17].Cl. (2) Given the product [NH2:7][CH:8]1[C:16]2[C:11](=[CH:12][CH:13]=[C:14]([N:17]=[C:18]3[CH2:23][CH2:22][CH2:21][CH:20]([CH2:24][O:25][CH3:26])[NH:19]3)[CH:15]=2)[CH2:10][CH:9]1[OH:27], predict the reactants needed to synthesize it. The reactants are: C(OC(=O)[NH:7][C@@H:8]1[C:16]2[C:11](=[CH:12][CH:13]=[C:14]([N:17]=[C:18]3[CH2:23][CH2:22][CH2:21][CH:20]([CH2:24][O:25][CH3:26])[NH:19]3)[CH:15]=2)[CH2:10][C@H:9]1[OH:27])(C)(C)C.C(O)(C(F)(F)F)=O. (3) Given the product [C:18]([C:15]1[CH:16]=[CH:17][C:12]([CH2:11][N:7]2[C:8]3[C:4](=[CH:3][C:2]([C:27]4[CH:26]=[CH:25][CH:24]=[C:23]([CH3:22])[CH:28]=4)=[CH:10][CH:9]=3)[CH:5]=[CH:6]2)=[CH:13][CH:14]=1)([CH3:20])([CH3:21])[CH3:19], predict the reactants needed to synthesize it. The reactants are: Br[C:2]1[CH:3]=[C:4]2[C:8](=[CH:9][CH:10]=1)[N:7]([CH2:11][C:12]1[CH:17]=[CH:16][C:15]([C:18]([CH3:21])([CH3:20])[CH3:19])=[CH:14][CH:13]=1)[CH:6]=[CH:5]2.[CH3:22][C:23]1[CH:24]=[C:25](B(O)O)[CH:26]=[CH:27][CH:28]=1.C(=O)([O-])[O-].[K+].[K+]. (4) Given the product [ClH:32].[CH3:28][NH:29][CH2:24][C:15]1[CH:16]=[C:17]([C:18]2[CH:23]=[CH:22][CH:21]=[CH:20][CH:19]=2)[N:13]([S:10]([C:6]2[CH:7]=[CH:8][CH:9]=[C:4]([N+:1]([O-:3])=[O:2])[CH:5]=2)(=[O:12])=[O:11])[CH:14]=1, predict the reactants needed to synthesize it. The reactants are: [N+:1]([C:4]1[CH:5]=[C:6]([S:10]([N:13]2[C:17]([C:18]3[CH:23]=[CH:22][CH:21]=[CH:20][CH:19]=3)=[CH:16][C:15]([CH:24]=O)=[CH:14]2)(=[O:12])=[O:11])[CH:7]=[CH:8][CH:9]=1)([O-:3])=[O:2].CO.[CH3:28][NH2:29].[BH4-].[Na+].[ClH:32].C(=O)([O-])O.[Na+]. (5) Given the product [Cl:1][C:2]1[C:3]2[C:10]([CH:11]=[N:14][OH:15])=[CH:9][NH:8][C:4]=2[N:5]=[CH:6][N:7]=1, predict the reactants needed to synthesize it. The reactants are: [Cl:1][C:2]1[C:3]2[C:10]([CH:11]=O)=[CH:9][NH:8][C:4]=2[N:5]=[CH:6][N:7]=1.Cl.[NH2:14][OH:15].[OH-].[Na+]. (6) Given the product [C:24]([O:16][C:8]1[CH:7]=[C:6]2[C:11]([C@H:3]([CH2:2][Cl:1])[CH2:4][NH:5]2)=[C:10]2[C:12]([CH3:15])=[CH:13][S:14][C:9]=12)(=[O:26])[CH3:25], predict the reactants needed to synthesize it. The reactants are: [Cl:1][CH2:2][C@H:3]1[C:11]2[C:6](=[CH:7][C:8]([OH:16])=[C:9]3[S:14][CH:13]=[C:12]([CH3:15])[C:10]3=2)[N:5](C(OC(C)(C)C)=O)[CH2:4]1.[C:24](Cl)(=[O:26])[CH3:25].N1C=CC=CC=1.Cl.O1CCOCC1. (7) Given the product [C:18]([N:2]1[CH:9]=[CH:8][C:6]([NH2:7])=[N:5][C:3]1=[O:4])(=[O:25])[C:19]1[CH:24]=[CH:23][CH:22]=[CH:21][CH:20]=1, predict the reactants needed to synthesize it. The reactants are: O.[NH:2]1[CH:9]=[CH:8][C:6]([NH2:7])=[N:5][C:3]1=[O:4].[NH:2]1[CH:9]=[CH:8][C:6]([NH2:7])=[N:5][C:3]1=[O:4].[C:18](Cl)(=[O:25])[C:19]1[CH:24]=[CH:23][CH:22]=[CH:21][CH:20]=1.O.